Dataset: Peptide-MHC class II binding affinity with 134,281 pairs from IEDB. Task: Regression. Given a peptide amino acid sequence and an MHC pseudo amino acid sequence, predict their binding affinity value. This is MHC class II binding data. (1) The peptide sequence is IIQGLKLMNSPEFHL. The MHC is HLA-DPA10201-DPB10101 with pseudo-sequence HLA-DPA10201-DPB10101. The binding affinity (normalized) is 0.480. (2) The peptide sequence is KEDFLRCLVKEIPPR. The MHC is HLA-DPA10201-DPB10501 with pseudo-sequence HLA-DPA10201-DPB10501. The binding affinity (normalized) is 0.216.